This data is from Reaction yield outcomes from USPTO patents with 853,638 reactions. The task is: Predict the reaction yield, written as a fraction of the theoretical maximum amount of product (1.0 means a 100% yield; for example, 0.34 means a 34% yield). (1) The reactants are [C:1]([O:5][C:6]([NH:8][CH:9]([CH2:20][C:21](=[O:34])[NH:22][CH2:23][CH:24]([OH:33])[CH:25]([OH:32])[CH:26]([OH:31])[CH:27]([OH:30])[CH2:28][OH:29])[C:10]([O:12]CC1C=CC=CC=1)=[O:11])=[O:7])([CH3:4])([CH3:3])[CH3:2]. The catalyst is C(O)C. The product is [C:1]([O:5][C:6]([NH:8][CH:9]([CH2:20][C:21](=[O:34])[NH:22][CH2:23][CH:24]([OH:33])[CH:25]([OH:32])[CH:26]([OH:31])[CH:27]([OH:30])[CH2:28][OH:29])[C:10]([OH:12])=[O:11])=[O:7])([CH3:4])([CH3:2])[CH3:3]. The yield is 1.09. (2) The reactants are Cl[C:2]1[C:11]([C:12]([F:15])([F:14])[F:13])=[CH:10][C:9]2[C:4](=[CH:5][CH:6]=[C:7]([O:16][CH3:17])[CH:8]=2)[N:3]=1.[CH3:18][O:19][C:20]([CH:22]1[CH2:27][CH2:26][NH:25][CH2:24][CH2:23]1)=[O:21].CCN(CC)CC. The catalyst is CC(O)C.O. The product is [CH3:17][O:16][C:7]1[CH:8]=[C:9]2[C:4](=[CH:5][CH:6]=1)[N:3]=[C:2]([N:25]1[CH2:26][CH2:27][CH:22]([C:20]([O:19][CH3:18])=[O:21])[CH2:23][CH2:24]1)[C:11]([C:12]([F:15])([F:14])[F:13])=[CH:10]2. The yield is 0.430. (3) The reactants are [Cl:1][C:2]1[N:7]=[N:6][C:5]([NH:8][NH2:9])=[C:4]([C:10]([O:12][CH2:13][CH3:14])=[O:11])[CH:3]=1.[CH:15](O)=O. The yield is 1.00. The catalyst is C1(C)C=CC=CC=1. The product is [Cl:1][C:2]1[CH:3]=[C:4]([C:10]([O:12][CH2:13][CH3:14])=[O:11])[C:5]2[N:6]([CH:15]=[N:9][N:8]=2)[N:7]=1. (4) The reactants are [OH:1][C:2]1[CH:9]=[CH:8][C:5]([CH:6]=[O:7])=[C:4]([O:10][CH3:11])[CH:3]=1.C(=O)([O-])[O-].[Cs+].[Cs+].[I-].[Na+].Br[CH2:21][CH2:22][O:23][CH2:24][CH2:25][C:26]([P:29](=[O:36])([O:33][CH2:34][CH3:35])[O:30][CH2:31][CH3:32])([F:28])[F:27]. The product is [F:28][C:26]([P:29](=[O:36])([O:33][CH2:34][CH3:35])[O:30][CH2:31][CH3:32])([F:27])[CH2:25][CH2:24][O:23][CH2:22][CH2:21][O:1][C:2]1[CH:9]=[CH:8][C:5]([CH:6]=[O:7])=[C:4]([O:10][CH3:11])[CH:3]=1. The yield is 0.790. The catalyst is CN(C=O)C.O.CCOC(C)=O. (5) The reactants are [Cl:1][C:2]1[CH:10]=[CH:9][C:8]([C:11]2[N:12]([C:22]([O:24][C:25]([CH3:28])([CH3:27])[CH3:26])=[O:23])[C:13]3[C:18]([CH:19]=2)=[CH:17][C:16]([CH:20]=O)=[CH:15][CH:14]=3)=[C:7]2[C:3]=1[CH2:4][NH:5][C:6]2=[O:29].[CH2:30]([NH2:32])[CH3:31].C(O)(=O)C.C(O[BH-](OC(=O)C)OC(=O)C)(=O)C.[Na+].Cl. The catalyst is C(#N)C.C(OCC)(=O)C. The product is [Cl:1][C:2]1[CH:10]=[CH:9][C:8]([C:11]2[N:12]([C:22]([O:24][C:25]([CH3:28])([CH3:27])[CH3:26])=[O:23])[C:13]3[C:18]([CH:19]=2)=[CH:17][C:16]([CH2:20][NH:32][CH2:30][CH3:31])=[CH:15][CH:14]=3)=[C:7]2[C:3]=1[CH2:4][NH:5][C:6]2=[O:29]. The yield is 0.830. (6) The reactants are Br[C:2]1[C:3](=[O:10])[N:4]([CH3:9])[CH:5]=[C:6]([Br:8])[CH:7]=1.N[C:12]1[N:17]=[CH:16][CH:15]=[CH:14][N:13]=1.C(=O)([O-])[O-].[Cs+].[Cs+].CC1(C)C2C(=C(P(C3C=CC=CC=3)C3C=CC=CC=3)C=CC=2)OC2C(P(C3C=CC=CC=3)C3C=CC=CC=3)=CC=CC1=2.C[N:67](C=O)C. The catalyst is C(Cl)Cl.CO.O.C1C=CC(/C=C/C(/C=C/C2C=CC=CC=2)=O)=CC=1.C1C=CC(/C=C/C(/C=C/C2C=CC=CC=2)=O)=CC=1.C1C=CC(/C=C/C(/C=C/C2C=CC=CC=2)=O)=CC=1.[Pd].[Pd].O1CCOCC1. The product is [Br:8][C:6]1[CH:7]=[C:2]([NH:67][C:14]2[CH:15]=[CH:16][N:17]=[CH:12][N:13]=2)[C:3](=[O:10])[N:4]([CH3:9])[CH:5]=1. The yield is 0.580.